From a dataset of Full USPTO retrosynthesis dataset with 1.9M reactions from patents (1976-2016). Predict the reactants needed to synthesize the given product. (1) Given the product [F:7][C:8]1[CH:13]=[CH:12][C:11]([S:14][C:15]2[C:16]([CH3:31])=[N:17][N:18]([CH2:21][CH2:22][NH:23][C:24](=[O:30])[O:25][C:26]([CH3:27])([CH3:28])[CH3:29])[C:19]=2[O:20][CH3:1])=[CH:10][CH:9]=1, predict the reactants needed to synthesize it. The reactants are: [C:1](=O)([O-])[O-].[Cs+].[Cs+].[F:7][C:8]1[CH:13]=[CH:12][C:11]([S:14][C:15]2[C:16]([CH3:31])=[N:17][N:18]([CH2:21][CH2:22][NH:23][C:24](=[O:30])[O:25][C:26]([CH3:29])([CH3:28])[CH3:27])[C:19]=2[OH:20])=[CH:10][CH:9]=1.CI.O. (2) Given the product [NH:11]([C:25]([O:27][C:28]([CH3:31])([CH3:30])[CH3:29])=[O:26])[C@H:12]([C:22]([NH:32][C@@H:33]([C:40]([O:42][CH2:43][CH3:44])=[O:41])[C:34]1[CH:39]=[CH:38][CH:37]=[CH:36][CH:35]=1)=[O:24])[CH2:13][S:14][CH2:15][C:16]1[CH:17]=[CH:18][CH:19]=[CH:20][CH:21]=1, predict the reactants needed to synthesize it. The reactants are: C1C=CC2N(O)N=NC=2C=1.[NH:11]([C:25]([O:27][C:28]([CH3:31])([CH3:30])[CH3:29])=[O:26])[C@H:12]([C:22]([OH:24])=O)[CH2:13][S:14][CH2:15][C:16]1[CH:21]=[CH:20][CH:19]=[CH:18][CH:17]=1.[NH2:32][C@@H:33]([C:40]([O:42][CH2:43][CH3:44])=[O:41])[C:34]1[CH:39]=[CH:38][CH:37]=[CH:36][CH:35]=1.Cl.CN1CCOCC1.CCN=C=NCCCN(C)C. (3) Given the product [CH2:1]([N:3]1[CH2:7][CH2:6][C@@H:5]([C:8]([O:10][CH2:11][C:12]2[CH:13]=[CH:14][CH:15]=[CH:16][CH:17]=2)=[O:9])[CH2:4]1)[CH3:2], predict the reactants needed to synthesize it. The reactants are: [CH2:1]([N:3]1[CH2:7][CH2:6][C@H:5]([C:8]([O:10][CH2:11][C:12]2[CH:17]=[CH:16][CH:15]=[CH:14][CH:13]=2)=[O:9])[CH2:4]1)[CH3:2].FC(F)(F)C(O)=O.N1CC[C@@H](C(OCC2C=CC=CC=2)=O)C1. (4) Given the product [F:19][C:20]([F:30])([F:31])[C:21]1[CH:22]=[C:23]([CH:27]=[CH:28][CH:29]=1)[C:24]([NH:1][C:2]1[CH:3]=[CH:4][C:5]([O:8][C:9](=[O:18])[N:10]([CH3:17])[C:11]2[CH:16]=[CH:15][CH:14]=[CH:13][CH:12]=2)=[N:6][CH:7]=1)=[O:25], predict the reactants needed to synthesize it. The reactants are: [NH2:1][C:2]1[CH:3]=[CH:4][C:5]([O:8][C:9](=[O:18])[N:10]([CH3:17])[C:11]2[CH:16]=[CH:15][CH:14]=[CH:13][CH:12]=2)=[N:6][CH:7]=1.[F:19][C:20]([F:31])([F:30])[C:21]1[CH:22]=[C:23]([CH:27]=[CH:28][CH:29]=1)[C:24](Cl)=[O:25].C(N(CC)CC)C.ClCCl. (5) Given the product [N+:33]([C:36]1[CH:37]=[C:38]([S:42]([CH2:45][CH2:46][O:47][C:48](=[O:59])[C:49]2[CH:54]=[CH:53][CH:52]=[C:51]([S:55]([N:21]3[C:20]4[CH:22]=[CH:23][CH:24]=[CH:25][C:19]=4[N:18]=[C:17]3[S:15]([CH2:14][C:3]3[C:2]([CH3:1])=[C:7]([O:8][CH2:9][C:10]([F:13])([F:11])[F:12])[CH:6]=[CH:5][N:4]=3)=[O:16])(=[O:57])=[O:56])[CH:50]=2)(=[O:43])=[O:44])[CH:39]=[CH:40][CH:41]=1)([O-:35])=[O:34], predict the reactants needed to synthesize it. The reactants are: [CH3:1][C:2]1[C:3]([CH2:14][S:15]([C:17]2[NH:21][C:20]3[CH:22]=[CH:23][CH:24]=[CH:25][C:19]=3[N:18]=2)=[O:16])=[N:4][CH:5]=[CH:6][C:7]=1[O:8][CH2:9][C:10]([F:13])([F:12])[F:11].[H-].[Na+].S(Cl)(Cl)(=O)=O.[N+:33]([C:36]1[CH:37]=[C:38]([S:42]([CH2:45][CH2:46][O:47][C:48](=[O:59])[C:49]2[CH:54]=[CH:53][CH:52]=[C:51]([S:55](Cl)(=[O:57])=[O:56])[CH:50]=2)(=[O:44])=[O:43])[CH:39]=[CH:40][CH:41]=1)([O-:35])=[O:34]. (6) Given the product [Br:13][C:14]1[CH:19]=[CH:18][C:17]([O:20][CH2:3][C:2]([F:6])([F:5])[F:1])=[C:16]([Cl:21])[CH:15]=1, predict the reactants needed to synthesize it. The reactants are: [F:1][C:2]([F:6])([F:5])[CH2:3]I.C(=O)([O-])[O-].[K+].[K+].[Br:13][C:14]1[CH:19]=[CH:18][C:17]([OH:20])=[C:16]([Cl:21])[CH:15]=1.O.